From a dataset of Full USPTO retrosynthesis dataset with 1.9M reactions from patents (1976-2016). Predict the reactants needed to synthesize the given product. (1) Given the product [F:43][C:44]([F:53])([F:54])[CH:45]1[CH2:50][CH2:49][CH2:48][CH:47]([CH2:51][NH:52][C:16]([C:4]2[C:3]3[C:7](=[CH:8][CH:9]=[CH:10][C:2]=3[Cl:1])[N:6]([CH:11]3[CH2:15][CH2:14][O:13][CH2:12]3)[CH:5]=2)=[O:18])[CH2:46]1, predict the reactants needed to synthesize it. The reactants are: [Cl:1][C:2]1[CH:10]=[CH:9][CH:8]=[C:7]2[C:3]=1[C:4]([C:16]([OH:18])=O)=[CH:5][N:6]2[CH:11]1[CH2:15][CH2:14][O:13][CH2:12]1.CN(C(ON1N=NC2C=CC=NC1=2)=[N+](C)C)C.F[P-](F)(F)(F)(F)F.[F:43][C:44]([F:54])([F:53])[CH:45]1[CH2:50][CH2:49][CH2:48][CH:47]([CH2:51][NH2:52])[CH2:46]1.CCN(C(C)C)C(C)C.CN(C=O)C. (2) Given the product [OH:3][NH:2][C:57](=[O:58])[CH2:56][CH2:55][CH2:54][CH2:53][CH2:52][NH:51][C:49]([C:39]1[NH:40][C:41]([C:43]2[CH:48]=[CH:47][CH:46]=[CH:45][CH:44]=2)=[CH:42][C:38]=1[C:35]1[CH:34]=[CH:33][C:32]([OH:31])=[CH:37][CH:36]=1)=[O:50], predict the reactants needed to synthesize it. The reactants are: Cl.[NH2:2][OH:3].C1C=CC2C(C3C=CC(O)=CC=3)(C3C=CC(O)=CC=3)OC(=O)C=2C=1.C[O-].[Na+].[OH:31][C:32]1[CH:37]=[CH:36][C:35]([C:38]2[CH:42]=[C:41]([C:43]3[CH:48]=[CH:47][CH:46]=[CH:45][CH:44]=3)[NH:40][C:39]=2[C:49]([NH:51][CH2:52][CH2:53][CH2:54][CH2:55][CH2:56][C:57](OC)=[O:58])=[O:50])=[CH:34][CH:33]=1. (3) The reactants are: [F:1][C:2]([F:38])([F:37])[C:3]1[CH:4]=[C:5]([CH:30]=[C:31]([C:33]([F:36])([F:35])[F:34])[CH:32]=1)[CH2:6][N:7]([CH3:29])[C:8]([C@@H:10]1[CH2:15][CH2:14][N:13]([S:16]([CH:19]=[CH2:20])(=[O:18])=[O:17])[CH2:12][C@H:11]1[C:21]1[CH:26]=[CH:25][C:24]([F:27])=[CH:23][C:22]=1[CH3:28])=[O:9].[OH-].[Na+].O.[CH3:42][CH2:43][OH:44]. Given the product [F:38][C:2]([F:37])([F:1])[C:3]1[CH:4]=[C:5]([CH:30]=[C:31]([C:33]([F:35])([F:36])[F:34])[CH:32]=1)[CH2:6][N:7]([CH3:29])[C:8]([C@@H:10]1[CH2:15][CH2:14][N:13]([S:16]([CH2:19][CH2:20][O:44][CH2:43][CH3:42])(=[O:18])=[O:17])[CH2:12][C@H:11]1[C:21]1[CH:26]=[CH:25][C:24]([F:27])=[CH:23][C:22]=1[CH3:28])=[O:9], predict the reactants needed to synthesize it. (4) Given the product [Cl:17][CH2:18][C:19]([NH:5][C:4]1[CH:6]=[C:7]([O:10][CH3:11])[CH:8]=[CH:9][C:3]=1[O:2][CH3:1])=[O:20], predict the reactants needed to synthesize it. The reactants are: [CH3:1][O:2][C:3]1[CH:9]=[CH:8][C:7]([O:10][CH3:11])=[CH:6][C:4]=1[NH2:5].C(=O)(O)[O-].[Na+].[Cl:17][CH2:18][C:19](Cl)=[O:20]. (5) Given the product [CH2:6]([Br:2])/[CH:7]=[C:8](\[CH2:10][CH2:11]/[CH:12]=[C:13](/[CH2:15][CH2:16][CH:17]=[C:18]([CH3:20])[CH3:19])\[CH3:14])/[CH3:9], predict the reactants needed to synthesize it. The reactants are: P(Br)(Br)[Br:2].O[CH2:6]/[CH:7]=[C:8](\[CH2:10][CH2:11]/[CH:12]=[C:13](/[CH2:15][CH2:16][CH:17]=[C:18]([CH3:20])[CH3:19])\[CH3:14])/[CH3:9]. (6) The reactants are: [CH2:1]([O:8][C:9]1[CH:10]=[C:11]([C:15]2(O)[CH2:20][CH2:19][N:18](C(OC(C)(C)C)=O)[CH2:17][CH2:16]2)[CH:12]=[CH:13][CH:14]=1)[C:2]1[CH:7]=[CH:6][CH:5]=[CH:4][CH:3]=1.C(N(S(F)(F)[F:35])CC)C.[ClH:38]. Given the product [ClH:38].[CH2:1]([O:8][C:9]1[CH:10]=[C:11]([C:15]2([F:35])[CH2:20][CH2:19][NH:18][CH2:17][CH2:16]2)[CH:12]=[CH:13][CH:14]=1)[C:2]1[CH:7]=[CH:6][CH:5]=[CH:4][CH:3]=1, predict the reactants needed to synthesize it. (7) Given the product [Si:1]([O:8][C@H:9]1[CH2:18][C:17]([CH3:19])([CH3:20])[CH2:16][C:15]2[N+:14]([O-:49])=[C:13]([CH:21]([CH3:23])[CH3:22])[C:12]3[C@@H:24]([C:31]4[CH:32]=[CH:33][C:34]([C:37]([F:38])([F:39])[F:40])=[CH:35][CH:36]=4)[O:25][C:26]4([CH2:30][CH2:29][CH2:28][CH2:27]4)[C:11]=3[C:10]1=2)([C:4]([CH3:6])([CH3:7])[CH3:5])([CH3:2])[CH3:3], predict the reactants needed to synthesize it. The reactants are: [Si:1]([O:8][C@H:9]1[CH2:18][C:17]([CH3:20])([CH3:19])[CH2:16][C:15]2[N:14]=[C:13]([CH:21]([CH3:23])[CH3:22])[C:12]3[C@@H:24]([C:31]4[CH:36]=[CH:35][C:34]([C:37]([F:40])([F:39])[F:38])=[CH:33][CH:32]=4)[O:25][C:26]4([CH2:30][CH2:29][CH2:28][CH2:27]4)[C:11]=3[C:10]1=2)([C:4]([CH3:7])([CH3:6])[CH3:5])([CH3:3])[CH3:2].ClC1C=CC=C(C(OO)=[O:49])C=1.